Dataset: Full USPTO retrosynthesis dataset with 1.9M reactions from patents (1976-2016). Task: Predict the reactants needed to synthesize the given product. Given the product [CH2:1]([NH:8][C:9]1[C:18]2[CH2:17][O:22][CH2:15][CH2:14][C:13]=2[N:12]=[C:11]([Cl:19])[N:10]=1)[C:2]1[CH:7]=[CH:6][CH:5]=[CH:4][CH:3]=1, predict the reactants needed to synthesize it. The reactants are: [CH2:1]([NH:8][C:9]1[C:18]2[CH2:17]C[CH2:15][CH2:14][C:13]=2[N:12]=[C:11]([Cl:19])[N:10]=1)[C:2]1[CH:7]=[CH:6][CH:5]=[CH:4][CH:3]=1.CS([O-])=[O:22].[Na+].N1CCC[C@H]1C(O)=O.